From a dataset of Forward reaction prediction with 1.9M reactions from USPTO patents (1976-2016). Predict the product of the given reaction. (1) The product is: [CH:21]1([C:7]2([CH2:8][CH2:9][C:10]#[C:11][C:12]3[CH:17]=[CH:16][CH:15]=[CH:14][C:13]=3[S:18][CH3:19])[O:27][C:3](=[O:2])[CH2:4][C:5](=[O:26])[CH2:6]2)[CH2:22][CH2:23][CH2:24][CH2:25]1. Given the reactants C[O:2][C:3](=[O:27])[CH2:4][C:5](=[O:26])[CH2:6][C:7]([CH:21]1[CH2:25][CH2:24][CH2:23][CH2:22]1)(O)[CH2:8][CH2:9][C:10]#[C:11][C:12]1[CH:17]=[CH:16][CH:15]=[CH:14][C:13]=1[S:18][CH3:19].COC(=O)CC(=O)CC(C1CCCC1)(O)CCC#CC1C=C(C)C(O)=CC=1C, predict the reaction product. (2) Given the reactants [C:1]1([P:7]([C:14]2[CH:19]=[CH:18][CH:17]=[CH:16][CH:15]=2)[C:8]2[CH:13]=[CH:12][CH:11]=[CH:10][CH:9]=2)[CH:6]=[CH:5][CH:4]=[CH:3][CH:2]=1.O[C:21]([CH2:25][CH2:26][CH:27]=[C:28]([CH2:30][CH2:31][CH:32]=[C:33]([CH3:35])[CH3:34])[CH3:29])([CH:23]=[CH2:24])[CH3:22].[BrH:36].[OH-].[Na+], predict the reaction product. The product is: [Br-:36].[CH2:24]([P+:7]([C:1]1[CH:2]=[CH:3][CH:4]=[CH:5][CH:6]=1)([C:8]1[CH:13]=[CH:12][CH:11]=[CH:10][CH:9]=1)[C:14]1[CH:15]=[CH:16][CH:17]=[CH:18][CH:19]=1)[CH:23]=[C:21]([CH2:25][CH2:26][CH:27]=[C:28]([CH2:30][CH2:31][CH:32]=[C:33]([CH3:34])[CH3:35])[CH3:29])[CH3:22]. (3) Given the reactants [O:1]=[C:2]1[CH:11]=[CH:10][C:9]2[C:4](=[CH:5][CH:6]=[C:7]([O:12][CH2:13][C:14]([OH:16])=O)[CH:8]=2)[NH:3]1.Cl.CN(C)CCCN=C=NCC.OC1C2NN=NC=2N=CC=1.[NH2:39][CH2:40][C:41]([NH:44][CH2:45][C@H:46]([OH:57])[CH2:47][O:48][C:49]1[CH:56]=[CH:55][CH:54]=[CH:53][C:50]=1[C:51]#[N:52])([CH3:43])[CH3:42].C(N(CC)CC)C.[OH-].[Na+], predict the reaction product. The product is: [C:51]([C:50]1[CH:53]=[CH:54][CH:55]=[CH:56][C:49]=1[O:48][CH2:47][C@@H:46]([OH:57])[CH2:45][NH:44][C:41]([CH3:43])([CH3:42])[CH2:40][NH:39][C:14](=[O:16])[CH2:13][O:12][C:7]1[CH:8]=[C:9]2[C:4](=[CH:5][CH:6]=1)[NH:3][C:2](=[O:1])[CH:11]=[CH:10]2)#[N:52].